This data is from Peptide-MHC class II binding affinity with 134,281 pairs from IEDB. The task is: Regression. Given a peptide amino acid sequence and an MHC pseudo amino acid sequence, predict their binding affinity value. This is MHC class II binding data. (1) The peptide sequence is FNGGESKLKAEATTD. The MHC is DRB1_0301 with pseudo-sequence DRB1_0301. The binding affinity (normalized) is 0.169. (2) The binding affinity (normalized) is 0. The peptide sequence is STEQNVPDPQVGITT. The MHC is HLA-DPA10103-DPB10301 with pseudo-sequence HLA-DPA10103-DPB10301. (3) The peptide sequence is AAATAPTTVYGAFAA. The MHC is HLA-DPA10103-DPB10401 with pseudo-sequence HLA-DPA10103-DPB10401. The binding affinity (normalized) is 0.123.